Dataset: Retrosynthesis with 50K atom-mapped reactions and 10 reaction types from USPTO. Task: Predict the reactants needed to synthesize the given product. (1) The reactants are: CC1(C)OCCn2c1nc(C(=O)NCc1ccc(F)cc1N1C(=O)CC[C@@H]1COS(C)(=O)=O)c(OCc1ccccc1)c2=O.[N-]=[N+]=[N-]. Given the product CC1(C)OCCn2c1nc(C(=O)NCc1ccc(F)cc1N1C(=O)CC[C@@H]1CN=[N+]=[N-])c(OCc1ccccc1)c2=O, predict the reactants needed to synthesize it. (2) Given the product Cc1ccc(-c2ccc3c(c2)C=C(C(=O)O)CO3)cc1, predict the reactants needed to synthesize it. The reactants are: Cc1ccc(-c2ccc3c(c2)C=C(C(=O)OC(C)(C)C)CO3)cc1. (3) Given the product O=C(/C=C/c1ccc(CN2CCC[C@H]2CN2CCc3ccccc32)cc1)NO, predict the reactants needed to synthesize it. The reactants are: O=C(/C=C/c1ccc(CN2CCC[C@@H]2C(=O)N2CCc3ccccc32)cc1)NO. (4) Given the product O=C(c1ccc(N2CC(F)(F)C2)c(OCC2CC2)n1)N1CCC[C@H]1CO, predict the reactants needed to synthesize it. The reactants are: O=C(O)c1ccc(N2CC(F)(F)C2)c(OCC2CC2)n1.OC[C@@H]1CCCN1.